This data is from Forward reaction prediction with 1.9M reactions from USPTO patents (1976-2016). The task is: Predict the product of the given reaction. Given the reactants Cl.[CH3:2][O:3][C:4]1[CH:9]=[CH:8][CH:7]=[CH:6][C:5]=1[NH:10]N.[CH3:12][N:13]1[CH2:18][CH2:17][C:16](=O)[CH2:15][CH2:14]1.Cl, predict the reaction product. The product is: [CH3:2][O:3][C:4]1[C:5]2[NH:10][C:16]3[CH2:17][CH2:18][N:13]([CH3:12])[CH2:14][C:15]=3[C:6]=2[CH:7]=[CH:8][CH:9]=1.